From a dataset of Forward reaction prediction with 1.9M reactions from USPTO patents (1976-2016). Predict the product of the given reaction. (1) Given the reactants C([O:3][C:4]([C:6]1[CH:7]=[C:8]([O:16][CH2:17][C:18]2[CH:23]=[CH:22][CH:21]=[CH:20][CH:19]=2)[C:9]2[O:14][CH2:13][CH2:12][O:11][C:10]=2[CH:15]=1)=O)C.[H-].[Al+3].[Li+].[H-].[H-].[H-].C(OCC)(=O)C.S(=O)(=O)(O)O, predict the reaction product. The product is: [CH2:17]([O:16][C:8]1[C:9]2[O:14][CH2:13][CH2:12][O:11][C:10]=2[CH:15]=[C:6]([CH2:4][OH:3])[CH:7]=1)[C:18]1[CH:19]=[CH:20][CH:21]=[CH:22][CH:23]=1. (2) Given the reactants Br[C:2]1[CH:3]=[CH:4][C:5]2[N:9]=[CH:8][N:7]([C:10]3[CH:15]=[CH:14][C:13]([CH3:16])=[CH:12][CH:11]=3)[C:6]=2[CH:17]=1.[C:18]1([N:24]2[C:28](B(O)O)=[CH:27][CH:26]=[N:25]2)[CH:23]=[CH:22][CH:21]=[CH:20][CH:19]=1, predict the reaction product. The product is: [C:18]1([N:24]2[C:28]([C:2]3[CH:3]=[CH:4][C:5]4[N:9]=[CH:8][N:7]([C:10]5[CH:15]=[CH:14][C:13]([CH3:16])=[CH:12][CH:11]=5)[C:6]=4[CH:17]=3)=[CH:27][CH:26]=[N:25]2)[CH:19]=[CH:20][CH:21]=[CH:22][CH:23]=1.